Dataset: Reaction yield outcomes from USPTO patents with 853,638 reactions. Task: Predict the reaction yield, written as a fraction of the theoretical maximum amount of product (1.0 means a 100% yield; for example, 0.34 means a 34% yield). (1) The reactants are [F:1]C(F)(S(F)(=O)=O)C(F)(F)C(F)(F)C(F)(F)F.N12CCCN=C1CCCCC2.[Cl:29][C:30]1[CH:31]=[CH:32][C:33]([O:38][CH2:39][C@H:40](O)[CH2:41][O:42][C:43]([C:56]2[CH:61]=[CH:60][CH:59]=[CH:58][CH:57]=2)([C:50]2[CH:55]=[CH:54][CH:53]=[CH:52][CH:51]=2)[C:44]2[CH:49]=[CH:48][CH:47]=[CH:46][CH:45]=2)=[C:34]([CH:37]=1)[C:35]#[N:36].[OH-].[Na+]. The catalyst is C1(C)C=CC=CC=1. The product is [Cl:29][C:30]1[CH:31]=[CH:32][C:33]([O:38][CH2:39][C@@H:40]([F:1])[CH2:41][O:42][C:43]([C:56]2[CH:61]=[CH:60][CH:59]=[CH:58][CH:57]=2)([C:50]2[CH:55]=[CH:54][CH:53]=[CH:52][CH:51]=2)[C:44]2[CH:49]=[CH:48][CH:47]=[CH:46][CH:45]=2)=[C:34]([CH:37]=1)[C:35]#[N:36]. The yield is 0.810. (2) The reactants are C(N(CC)C(C)C)(C)C.[CH2:10]([N:17]=[C:18]=[O:19])[C:11]1[CH:16]=[CH:15][CH:14]=[CH:13][CH:12]=1.[Si]([O:27][C:28]1[CH:33]=[C:32]([O:34][Si](C(C)(C)C)(C)C)[CH:31]=[CH:30][C:29]=1[C@H:42]1[CH2:47][CH2:46][C@H:45]([OH:48])[CH2:44][CH2:43]1)(C(C)(C)C)(C)C. The catalyst is CN(C)C=O. The product is [CH2:10]([NH:17][C:18](=[O:19])[O:48][C@H:45]1[CH2:44][CH2:43][C@H:42]([C:29]2[CH:30]=[CH:31][C:32]([OH:34])=[CH:33][C:28]=2[OH:27])[CH2:47][CH2:46]1)[C:11]1[CH:16]=[CH:15][CH:14]=[CH:13][CH:12]=1. The yield is 0.130. (3) The reactants are [F:1][C:2]1[CH:7]=[C:6]([N:8]2[CH2:12][CH2:11][NH:10][C:9]2=[O:13])[CH:5]=[CH:4][C:3]=1[N:14]1[CH:19]=[C:18]([O:20][CH3:21])[C:17](=[O:22])[C:16]([C:23]2[N:27]([C:28]3[CH:33]=[CH:32][CH:31]=[CH:30][CH:29]=3)[N:26]=[CH:25][CH:24]=2)=[N:15]1.Cl[C:35]([F:40])([F:39])C([O-])=O.[Na+].C1OCCOCCOCCOCCOCCOC1. The catalyst is C(#N)C. The product is [F:39][CH:35]([F:40])[N:10]1[CH2:11][CH2:12][N:8]([C:6]2[CH:5]=[CH:4][C:3]([N:14]3[CH:19]=[C:18]([O:20][CH3:21])[C:17](=[O:22])[C:16]([C:23]4[N:27]([C:28]5[CH:29]=[CH:30][CH:31]=[CH:32][CH:33]=5)[N:26]=[CH:25][CH:24]=4)=[N:15]3)=[C:2]([F:1])[CH:7]=2)[C:9]1=[O:13]. The yield is 0.0230. (4) The reactants are [O:1]=[C:2]1[CH2:6][CH2:5][C:4](=[O:7])[N:3]1[CH2:8][C:9]1[CH:18]=[C:17]2[C:12]([C:13]([C:21]3[CH:26]=[CH:25][C:24]([F:27])=[CH:23][CH:22]=3)=[CH:14][C:15]([C:19]#[N:20])=[N:16]2)=[CH:11][CH:10]=1.C([O-])([O-])=[O:29].C([O-])([O-])=O.OO.OO.OO.[Na+].[Na+].[Na+].[Na+].[NH4+].[Cl-]. The catalyst is CC(C)=O.O. The product is [O:7]=[C:4]1[CH2:5][CH2:6][C:2](=[O:1])[N:3]1[CH2:8][C:9]1[CH:18]=[C:17]2[C:12]([C:13]([C:21]3[CH:22]=[CH:23][C:24]([F:27])=[CH:25][CH:26]=3)=[CH:14][C:15]([C:19]([NH2:20])=[O:29])=[N:16]2)=[CH:11][CH:10]=1. The yield is 0.410. (5) The reactants are [Br:1][C:2]1[CH:3]=[N:4][CH:5]=[CH:6][C:7]=1[O:8][CH2:9][CH:10]1[CH2:12][CH2:11]1.C1C=C(Cl)C=C(C(OO)=[O:21])C=1. The catalyst is C(Cl)Cl. The product is [Br:1][C:2]1[CH:3]=[N+:4]([O-:21])[CH:5]=[CH:6][C:7]=1[O:8][CH2:9][CH:10]1[CH2:11][CH2:12]1. The yield is 0.850. (6) The reactants are [C:1]1([C:7]2[O:11][C:10]([C:12]3[CH:13]=[N:14][NH:15][C:16]=3[NH2:17])=[N:9][CH:8]=2)[CH:6]=[CH:5][CH:4]=[CH:3][CH:2]=1.[CH2:18]([N:20]1[C:28]2[C:23](=[CH:24][C:25]([C:29](=O)[CH2:30][C:31](OCC)=[O:32])=[CH:26][CH:27]=2)[CH:22]=[N:21]1)[CH3:19].CC1C=CC(S(O)(=O)=O)=CC=1. The catalyst is CCCCO. The product is [CH2:18]([N:20]1[C:28]2[C:23](=[CH:24][C:25]([C:29]3[NH:17][C:16]4[N:15]([N:14]=[CH:13][C:12]=4[C:10]4[O:11][C:7]([C:1]5[CH:2]=[CH:3][CH:4]=[CH:5][CH:6]=5)=[CH:8][N:9]=4)[C:31](=[O:32])[CH:30]=3)=[CH:26][CH:27]=2)[CH:22]=[N:21]1)[CH3:19]. The yield is 0.610.